This data is from Catalyst prediction with 721,799 reactions and 888 catalyst types from USPTO. The task is: Predict which catalyst facilitates the given reaction. (1) Reactant: Cl[C:2]1[N:7]2[N:8]=[C:9]([CH3:11])[N:10]=[C:6]2[C:5]2[CH:12]=[C:13]([Cl:16])[CH:14]=[N:15][C:4]=2[N:3]=1.[N:17]1([C:23]([O:25][C:26]([CH3:29])([CH3:28])[CH3:27])=[O:24])[CH2:22][CH2:21][NH:20][CH2:19][CH2:18]1. Product: [Cl:16][C:13]1[CH:14]=[N:15][C:4]2[N:3]=[C:2]([N:20]3[CH2:19][CH2:18][N:17]([C:23]([O:25][C:26]([CH3:29])([CH3:28])[CH3:27])=[O:24])[CH2:22][CH2:21]3)[N:7]3[N:8]=[C:9]([CH3:11])[N:10]=[C:6]3[C:5]=2[CH:12]=1. The catalyst class is: 3. (2) Reactant: [CH2:1]([O:8][C:9]1[CH:14]=[CH:13][C:12]([C:15]2[C:16]([N:34]3[CH2:39][CH2:38][C:37]([CH3:41])([CH3:40])[CH2:36][CH2:35]3)=[C:17]([C@H:23]([O:29][C:30]([CH3:33])([CH3:32])[CH3:31])[C:24]([O:26]CC)=[O:25])[C:18]([CH3:22])=[N:19][C:20]=2[CH3:21])=[CH:11][C:10]=1[F:42])[C:2]1[CH:7]=[CH:6][CH:5]=[CH:4][CH:3]=1.[Li+].[OH-]. Product: [CH2:1]([O:8][C:9]1[CH:14]=[CH:13][C:12]([C:15]2[C:16]([N:34]3[CH2:35][CH2:36][C:37]([CH3:41])([CH3:40])[CH2:38][CH2:39]3)=[C:17]([C@H:23]([O:29][C:30]([CH3:33])([CH3:32])[CH3:31])[C:24]([OH:26])=[O:25])[C:18]([CH3:22])=[N:19][C:20]=2[CH3:21])=[CH:11][C:10]=1[F:42])[C:2]1[CH:7]=[CH:6][CH:5]=[CH:4][CH:3]=1. The catalyst class is: 88.